Dataset: Forward reaction prediction with 1.9M reactions from USPTO patents (1976-2016). Task: Predict the product of the given reaction. (1) Given the reactants [NH2:1][CH2:2][C@H:3]([OH:12])[CH2:4][O:5][C:6]1[CH:11]=[CH:10][CH:9]=[CH:8][CH:7]=1.[Cl:13][C:14]1[CH:25]=[CH:24][C:17]2[CH2:18][CH2:19][CH2:20][C:21](=O)[CH2:22][C:16]=2[CH:15]=1.C(O[BH-](OC(=O)C)OC(=O)C)(=O)C.[Na+].[OH-].[Na+], predict the reaction product. The product is: [ClH:13].[Cl:13][C:14]1[CH:25]=[CH:24][C:17]2[CH2:18][CH2:19][CH2:20][CH:21]([NH:1][CH2:2][C@H:3]([OH:12])[CH2:4][O:5][C:6]3[CH:11]=[CH:10][CH:9]=[CH:8][CH:7]=3)[CH2:22][C:16]=2[CH:15]=1. (2) Given the reactants [NH2:1][C:2]1[CH:6]=[CH:5][S:4][C:3]=1[C:7]([O:9][CH3:10])=[O:8].[Cl:11][C:12]1[CH:17]=[CH:16][C:15]([S:18](Cl)(=[O:20])=[O:19])=[C:14]([F:22])[CH:13]=1.N1C=CC=CC=1, predict the reaction product. The product is: [Cl:11][C:12]1[CH:17]=[CH:16][C:15]([S:18]([NH:1][C:2]2[CH:6]=[CH:5][S:4][C:3]=2[C:7]([O:9][CH3:10])=[O:8])(=[O:19])=[O:20])=[C:14]([F:22])[CH:13]=1. (3) Given the reactants Br[C:2]1[CH:22]=[C:21]([F:23])[C:5]([C:6]([N:8]2[CH2:13][CH2:12][N:11]([C:14]([O:16][C:17]([CH3:20])([CH3:19])[CH3:18])=[O:15])[CH2:10][CH2:9]2)=[O:7])=[C:4]([F:24])[CH:3]=1.[CH3:25][N:26]1[C:34]2[C:29](=[CH:30][CH:31]=[C:32](B(O)O)[CH:33]=2)[CH:28]=[N:27]1.P([O-])([O-])([O-])=O.[K+].[K+].[K+].O1CCOCC1, predict the reaction product. The product is: [F:23][C:21]1[CH:22]=[C:2]([C:32]2[CH:33]=[C:34]3[C:29]([CH:28]=[N:27][N:26]3[CH3:25])=[CH:30][CH:31]=2)[CH:3]=[C:4]([F:24])[C:5]=1[C:6]([N:8]1[CH2:13][CH2:12][N:11]([C:14]([O:16][C:17]([CH3:20])([CH3:19])[CH3:18])=[O:15])[CH2:10][CH2:9]1)=[O:7]. (4) Given the reactants Br[C:2]1[CH:3]=[CH:4][C:5]([C:8]2[N:12]([CH3:13])[N:11]=[N:10][N:9]=2)=[N:6][CH:7]=1.[B:14]1([B:14]2[O:18][C:17]([CH3:20])([CH3:19])[C:16]([CH3:22])([CH3:21])[O:15]2)[O:18][C:17]([CH3:20])([CH3:19])[C:16]([CH3:22])([CH3:21])[O:15]1.CC([O-])=O.[K+], predict the reaction product. The product is: [CH3:13][N:12]1[C:8]([C:5]2[CH:4]=[CH:3][C:2]([B:14]3[O:18][C:17]([CH3:20])([CH3:19])[C:16]([CH3:22])([CH3:21])[O:15]3)=[CH:7][N:6]=2)=[N:9][N:10]=[N:11]1. (5) The product is: [CH3:29][N:25]1[CH:26]=[CH:27][N:28]=[C:24]1[CH2:23][CH2:22][C:21]([N:18]1[CH2:17][CH2:16][CH:15]([NH:14][C:11](=[O:13])[CH3:12])[CH2:20][CH2:19]1)=[O:30]. Given the reactants N1C=CC=CC=1.C(O[C:11](=[O:13])[CH3:12])(=O)C.[NH2:14][CH:15]1[CH2:20][CH2:19][N:18]([C:21](=[O:30])[CH2:22][CH2:23][C:24]2[N:25]([CH3:29])[CH:26]=[CH:27][N:28]=2)[CH2:17][CH2:16]1, predict the reaction product.